The task is: Regression/Classification. Given a drug SMILES string, predict its toxicity properties. Task type varies by dataset: regression for continuous values (e.g., LD50, hERG inhibition percentage) or binary classification for toxic/non-toxic outcomes (e.g., AMES mutagenicity, cardiotoxicity, hepatotoxicity). Dataset: ld50_zhu.. This data is from Acute oral toxicity (LD50) regression data from Zhu et al.. (1) The drug is CCOP(=O)(Oc1ccc(Cl)cc1Cl)Oc1ccc(Cl)cc1Cl. The rat oral LD50 is 1.83, given as -log10 of the dose in mol/kg body weight (higher means more acutely toxic). (2) The rat oral LD50 is 5.44, given as -log10 of the dose in mol/kg body weight (higher means more acutely toxic). The drug is CNC(=O)ON=C1SC(C)C(=O)NC1(C)C. (3) The molecule is CCCCCCCCCC(=O)OC1(c2ccc(Cl)cc2)CCN(CCCC(=O)c2ccc(F)cc2)CC1. The rat oral LD50 is 2.49, given as -log10 of the dose in mol/kg body weight (higher means more acutely toxic). (4) The molecule is CC(NC(C)c1ccccc1)c1ccccc1. The rat oral LD50 is 1.89, given as -log10 of the dose in mol/kg body weight (higher means more acutely toxic). (5) The molecule is N#Cc1ccc(Cl)c([N+](=O)[O-])c1. The rat oral LD50 is 1.95, given as -log10 of the dose in mol/kg body weight (higher means more acutely toxic). (6) The drug is CNc1c(Cl)cc(C(=O)NC2CC2)cc1Cl. The rat oral LD50 is 3.00, given as -log10 of the dose in mol/kg body weight (higher means more acutely toxic).